This data is from NCI-60 drug combinations with 297,098 pairs across 59 cell lines. The task is: Regression. Given two drug SMILES strings and cell line genomic features, predict the synergy score measuring deviation from expected non-interaction effect. (1) Drug 1: COC1=CC(=CC(=C1O)OC)C2C3C(COC3=O)C(C4=CC5=C(C=C24)OCO5)OC6C(C(C7C(O6)COC(O7)C8=CC=CS8)O)O. Drug 2: CCCCC(=O)OCC(=O)C1(CC(C2=C(C1)C(=C3C(=C2O)C(=O)C4=C(C3=O)C=CC=C4OC)O)OC5CC(C(C(O5)C)O)NC(=O)C(F)(F)F)O. Cell line: SK-MEL-5. Synergy scores: CSS=11.9, Synergy_ZIP=-9.77, Synergy_Bliss=-5.54, Synergy_Loewe=-11.4, Synergy_HSA=-5.92. (2) Drug 1: C1CCN(CC1)CCOC2=CC=C(C=C2)C(=O)C3=C(SC4=C3C=CC(=C4)O)C5=CC=C(C=C5)O. Drug 2: CCCCCOC(=O)NC1=NC(=O)N(C=C1F)C2C(C(C(O2)C)O)O. Cell line: MDA-MB-231. Synergy scores: CSS=0.221, Synergy_ZIP=0.850, Synergy_Bliss=-2.46, Synergy_Loewe=-5.66, Synergy_HSA=-6.38. (3) Synergy scores: CSS=43.2, Synergy_ZIP=3.56, Synergy_Bliss=5.14, Synergy_Loewe=-0.810, Synergy_HSA=3.07. Drug 2: CCC1(CC2CC(C3=C(CCN(C2)C1)C4=CC=CC=C4N3)(C5=C(C=C6C(=C5)C78CCN9C7C(C=CC9)(C(C(C8N6C=O)(C(=O)OC)O)OC(=O)C)CC)OC)C(=O)OC)O.OS(=O)(=O)O. Cell line: NCI-H460. Drug 1: C1=CC(=CC=C1CCC2=CNC3=C2C(=O)NC(=N3)N)C(=O)NC(CCC(=O)O)C(=O)O. (4) Drug 1: COC1=C(C=C2C(=C1)N=CN=C2NC3=CC(=C(C=C3)F)Cl)OCCCN4CCOCC4. Drug 2: C1CC(=O)NC(=O)C1N2C(=O)C3=CC=CC=C3C2=O. Cell line: DU-145. Synergy scores: CSS=32.8, Synergy_ZIP=-4.88, Synergy_Bliss=-3.12, Synergy_Loewe=-15.0, Synergy_HSA=-3.25. (5) Drug 1: CC1=C2C(C(=O)C3(C(CC4C(C3C(C(C2(C)C)(CC1OC(=O)C(C(C5=CC=CC=C5)NC(=O)C6=CC=CC=C6)O)O)OC(=O)C7=CC=CC=C7)(CO4)OC(=O)C)O)C)OC(=O)C. Drug 2: C1=NC(=NC(=O)N1C2C(C(C(O2)CO)O)O)N. Cell line: MDA-MB-231. Synergy scores: CSS=18.2, Synergy_ZIP=-4.55, Synergy_Bliss=-0.257, Synergy_Loewe=-13.1, Synergy_HSA=-0.288. (6) Drug 1: CN(C)N=NC1=C(NC=N1)C(=O)N. Drug 2: C1CN(P(=O)(OC1)NCCCl)CCCl. Cell line: A549. Synergy scores: CSS=0.476, Synergy_ZIP=-0.781, Synergy_Bliss=-2.31, Synergy_Loewe=-3.97, Synergy_HSA=-3.39. (7) Drug 1: CC12CCC3C(C1CCC2=O)CC(=C)C4=CC(=O)C=CC34C. Drug 2: C1=C(C(=O)NC(=O)N1)F. Cell line: TK-10. Synergy scores: CSS=43.0, Synergy_ZIP=1.99, Synergy_Bliss=1.45, Synergy_Loewe=4.90, Synergy_HSA=5.24.